From a dataset of hERG Central: cardiac toxicity at 1µM, 10µM, and general inhibition. Predict hERG channel inhibition at various concentrations. The compound is OCCC1CN(Cc2ccccc2O)CCN1CCCc1ccccc1. Results: hERG_inhib (hERG inhibition (general)): blocker.